This data is from Catalyst prediction with 721,799 reactions and 888 catalyst types from USPTO. The task is: Predict which catalyst facilitates the given reaction. (1) Reactant: [C:1]([O:5][C:6]([NH:8][C@@H:9]([CH2:22][C:23]1[C:31]2[C:26](=[CH:27][CH:28]=[CH:29][CH:30]=2)[NH:25][CH:24]=1)[CH2:10][O:11][C:12]1[CH:13]=[N:14][CH:15]=[C:16]([CH:21]=1)[C:17]([O:19][CH3:20])=[O:18])=[O:7])([CH3:4])([CH3:3])[CH3:2].CC#N.[CH3:35][C:36]([O:39][C:40](O[C:40]([O:39][C:36]([CH3:38])([CH3:37])[CH3:35])=[O:41])=[O:41])([CH3:38])[CH3:37]. Product: [C:36]([O:39][C:40]([N:25]1[C:26]2[C:31](=[CH:30][CH:29]=[CH:28][CH:27]=2)[C:23]([CH2:22][CH:9]([NH:8][C:6]([O:5][C:1]([CH3:4])([CH3:2])[CH3:3])=[O:7])[CH2:10][O:11][C:12]2[CH:13]=[N:14][CH:15]=[C:16]([C:17]([O:19][CH3:20])=[O:18])[CH:21]=2)=[CH:24]1)=[O:41])([CH3:38])([CH3:37])[CH3:35]. The catalyst class is: 142. (2) Reactant: CON(C)[C:4]([C:6]1([C:10]2[CH:15]=[CH:14][C:13]([NH:16][C:17]3[N:22]=[C:21]([NH:23][C:24]([CH3:27])([CH3:26])[CH3:25])[CH:20]=[C:19]([C:28]4[CH:33]=[CH:32][CH:31]=[CH:30][CH:29]=4)[N:18]=3)=[CH:12][CH:11]=2)[CH2:9][CH2:8][CH2:7]1)=[O:5].[Li][CH3:36]. Product: [C:24]([NH:23][C:21]1[CH:20]=[C:19]([C:28]2[CH:29]=[CH:30][CH:31]=[CH:32][CH:33]=2)[N:18]=[C:17]([NH:16][C:13]2[CH:12]=[CH:11][C:10]([C:6]3([C:4](=[O:5])[CH3:36])[CH2:7][CH2:8][CH2:9]3)=[CH:15][CH:14]=2)[N:22]=1)([CH3:26])([CH3:27])[CH3:25]. The catalyst class is: 1.